Dataset: Forward reaction prediction with 1.9M reactions from USPTO patents (1976-2016). Task: Predict the product of the given reaction. (1) The product is: [NH2:23][C:21]1[C:20]2[C:15](=[CH:16][C:17]([O:26][CH3:27])=[C:18]([O:24][CH3:25])[CH:19]=2)[N:14]=[C:13]([N:9]2[CH2:10][CH2:11][N:6]([C:4]([CH:1]3[CH2:2][CH2:3]3)=[O:5])[CH2:7][CH2:8]2)[N:22]=1. Given the reactants [CH:1]1([C:4]([N:6]2[CH2:11][CH2:10][NH:9][CH2:8][CH2:7]2)=[O:5])[CH2:3][CH2:2]1.Cl[C:13]1[N:22]=[C:21]([NH2:23])[C:20]2[C:15](=[CH:16][C:17]([O:26][CH3:27])=[C:18]([O:24][CH3:25])[CH:19]=2)[N:14]=1, predict the reaction product. (2) Given the reactants C1(P(C2C=CC=CC=2)C2C=CC3C(=CC=CC=3)C=2C2C3C(=CC=CC=3)C=CC=2P(C2C=CC=CC=2)C2C=CC=CC=2)C=CC=CC=1.[CH3:47][O:48][C:49]([C:51]1[N:52]([CH2:69][C:70]2[CH:75]=[CH:74][C:73]([C:76]([O:78][C:79]([CH3:82])([CH3:81])[CH3:80])=[O:77])=[CH:72][CH:71]=2)[C:53](=[O:68])[C:54]2[C:59]([C:60]=1[C:61]1[CH:66]=[CH:65][CH:64]=[CH:63][CH:62]=1)=[CH:58][C:57](Br)=[CH:56][CH:55]=2)=[O:50].[CH2:83]([NH2:90])[C:84]1[CH:89]=[CH:88][CH:87]=[CH:86][CH:85]=1.CC(C)([O-])C.[Na+], predict the reaction product. The product is: [CH3:47][O:48][C:49]([C:51]1[N:52]([CH2:69][C:70]2[CH:75]=[CH:74][C:73]([C:76]([O:78][C:79]([CH3:82])([CH3:81])[CH3:80])=[O:77])=[CH:72][CH:71]=2)[C:53](=[O:68])[C:54]2[C:59]([C:60]=1[C:61]1[CH:66]=[CH:65][CH:64]=[CH:63][CH:62]=1)=[CH:58][C:57]([NH:90][CH2:83][C:84]1[CH:89]=[CH:88][CH:87]=[CH:86][CH:85]=1)=[CH:56][CH:55]=2)=[O:50]. (3) Given the reactants [F:1][C:2]([F:13])([F:12])[O:3][C:4]1[CH:11]=[CH:10][C:7]([CH:8]=O)=[CH:6][CH:5]=1.[CH3:14][C:15]1([CH3:23])[O:22][C:20](=[O:21])[CH2:19][C:17](=[O:18])[O:16]1.C([O-])(=O)C.[NH2+]1CCCCC1.C([BH3-])#N.[Na+].Cl, predict the reaction product. The product is: [CH3:14][C:15]1([CH3:23])[O:22][C:20](=[O:21])[CH:19]([CH2:8][C:7]2[CH:10]=[CH:11][C:4]([O:3][C:2]([F:13])([F:12])[F:1])=[CH:5][CH:6]=2)[C:17](=[O:18])[O:16]1. (4) Given the reactants [CH2:1]([C@@H:5]1[NH:10][CH2:9][C@H:8]([CH2:11][CH2:12][CH3:13])[NH:7][C:6]1=[O:14])[CH:2]([CH3:4])[CH3:3].[Cl:15][C:16]1[CH:21]=[CH:20][C:19]([C:22]2[O:26][N:25]=[C:24]([C:27](O)=[O:28])[CH:23]=2)=[CH:18][CH:17]=1.C([C@@H]1N(C(=O)/C=C/C2C=CC=CC=2)C[C@H](CC(C)C)NC1=O)C(C)C, predict the reaction product. The product is: [Cl:15][C:16]1[CH:17]=[CH:18][C:19]([C:22]2[O:26][N:25]=[C:24]([C:27]([N:10]3[CH2:9][C@H:8]([CH2:11][CH2:12][CH3:13])[NH:7][C:6](=[O:14])[C@@H:5]3[CH2:1][CH:2]([CH3:4])[CH3:3])=[O:28])[CH:23]=2)=[CH:20][CH:21]=1. (5) Given the reactants [NH:1]1[C:5]2[CH2:6][CH2:7][CH2:8][CH2:9][C:4]=2[N:3]=[C:2]1[CH2:10][C:11]#[N:12].O=[C:14]1[CH2:18][CH2:17][CH2:16][CH:15]1[C:19](OC)=[O:20].C([O-])(=O)C.[NH4+], predict the reaction product. The product is: [OH:20][C:19]1[N:3]2[C:2](=[N:1][C:5]3[CH2:6][CH2:7][CH2:8][CH2:9][C:4]=32)[C:10]([C:11]#[N:12])=[C:14]2[CH2:18][CH2:17][CH2:16][C:15]=12. (6) Given the reactants C(O[C:4](=[O:18])/[CH:5]=[C:6](\[NH:8][C:9]1[CH:14]=[CH:13][C:12]([Br:15])=[C:11]([O:16][CH3:17])[CH:10]=1)/[CH3:7])C, predict the reaction product. The product is: [Br:15][C:12]1[CH:13]=[C:14]2[C:9](=[CH:10][C:11]=1[O:16][CH3:17])[N:8]=[C:6]([CH3:7])[CH:5]=[C:4]2[OH:18]. (7) Given the reactants C(=O)([O-])[O-].[K+].[K+].CN(C)C=O.[O:12]=[C:13]([C:22]1[N:27]=[C:26]([C:28]([O:30][CH3:31])=[O:29])[CH:25]=[CH:24][CH:23]=1)[C:14]#[C:15][C:16]1[CH:21]=[CH:20][CH:19]=[CH:18][CH:17]=1.CC1C=C(C)C=C(C)C=1S([O-])(=O)=O.[NH2:45][N+:46]1[CH:51]=[CH:50][CH:49]=[C:48]([Br:52])[CH:47]=1, predict the reaction product. The product is: [Br:52][C:48]1[CH:49]=[CH:50][C:51]2[N:46]([N:45]=[C:15]([C:16]3[CH:17]=[CH:18][CH:19]=[CH:20][CH:21]=3)[C:14]=2[C:13]([C:22]2[N:27]=[C:26]([C:28]([O:30][CH3:31])=[O:29])[CH:25]=[CH:24][CH:23]=2)=[O:12])[CH:47]=1. (8) The product is: [OH:3][CH:1]([C:4]1[CH:5]=[CH:6][C:7]([C:8]([NH:10][C:11]2[CH:27]=[CH:26][CH:25]=[CH:24][C:12]=2[C:13]([NH:15][C:16]2[CH:21]=[CH:20][C:19]([O:22][CH3:23])=[CH:18][CH:17]=2)=[O:14])=[O:9])=[CH:28][CH:29]=1)[CH3:2]. Given the reactants [C:1]([C:4]1[CH:29]=[CH:28][C:7]([C:8]([NH:10][C:11]2[CH:27]=[CH:26][CH:25]=[CH:24][C:12]=2[C:13]([NH:15][C:16]2[CH:21]=[CH:20][C:19]([O:22][CH3:23])=[CH:18][CH:17]=2)=[O:14])=[O:9])=[CH:6][CH:5]=1)(=[O:3])[CH3:2].[BH4-].[Na+], predict the reaction product. (9) Given the reactants [CH2:1]([N:3]1[CH2:8][C:7]([CH3:10])([CH3:9])[O:6][C:5](=[O:11])[CH:4]1[CH2:12][C:13]([OH:15])=O)[CH3:2].C(N(C(C)C)CC)(C)C.CN(C(ON1N=NC2C=CC=NC1=2)=[N+](C)C)C.F[P-](F)(F)(F)(F)F.[Cl:49][C:50]1[CH:57]=[CH:56][CH:55]=[C:54]([Cl:58])[C:51]=1[CH2:52][NH2:53], predict the reaction product. The product is: [Cl:49][C:50]1[CH:57]=[CH:56][CH:55]=[C:54]([Cl:58])[C:51]=1[CH2:52][NH:53][C:13](=[O:15])[CH2:12][CH:4]1[C:5](=[O:11])[O:6][C:7]([CH3:9])([CH3:10])[CH2:8][N:3]1[CH2:1][CH3:2]. (10) Given the reactants [CH3:1][C@@H:2]1[N:7]([C:8]2[C:17]3[C:12](=[CH:13][C:14](B(O)O)=[CH:15][CH:16]=3)[CH:11]=[N:10][N:9]=2)[CH2:6][CH2:5][O:4][CH2:3]1.[CH:21]1([NH:24][C:25]2[C:29]3[CH:30]=[CH:31][C:32]([CH3:35])=[C:33](I)[C:28]=3[O:27][N:26]=2)[CH2:23][CH2:22]1.C(=O)([O-])[O-].[Na+].[Na+], predict the reaction product. The product is: [CH:21]1([NH:24][C:25]2[C:29]3[CH:30]=[CH:31][C:32]([CH3:35])=[C:33]([C:14]4[CH:13]=[C:12]5[C:17](=[CH:16][CH:15]=4)[C:8]([N:7]4[CH2:6][CH2:5][O:4][CH2:3][C@@H:2]4[CH3:1])=[N:9][N:10]=[CH:11]5)[C:28]=3[O:27][N:26]=2)[CH2:23][CH2:22]1.